Predict the product of the given reaction. From a dataset of Forward reaction prediction with 1.9M reactions from USPTO patents (1976-2016). (1) Given the reactants [CH2:1]([C:3]1[CH:8]=[C:7]([C:9]2[S:10][C:11]([C:14]([O:16][CH3:17])=[O:15])=[CH:12][CH:13]=2)[CH:6]=[CH:5][N+:4]=1[O-])[CH3:2], predict the reaction product. The product is: [CH2:1]([C:3]1[CH:8]=[C:7]([C:9]2[S:10][C:11]([C:14]([O:16][CH3:17])=[O:15])=[CH:12][CH:13]=2)[CH:6]=[CH:5][N:4]=1)[CH3:2]. (2) Given the reactants [F:1][C:2]1[CH:3]=[C:4]([CH:8]=[CH:9][C:10]=1[N+:11]([O-:13])=[O:12])[C:5]([OH:7])=[O:6].[Si](C=[N+]=[N-])(C)(C)[CH3:15].CCOCC, predict the reaction product. The product is: [CH3:15][O:6][C:5](=[O:7])[C:4]1[CH:8]=[CH:9][C:10]([N+:11]([O-:13])=[O:12])=[C:2]([F:1])[CH:3]=1. (3) Given the reactants [C:1]([C@@H:3]([NH:27][C:28]([C:30]1([NH:36]C(=O)OC(C)(C)C)[CH2:35][CH2:34][O:33][CH2:32][CH2:31]1)=[O:29])[CH2:4][C:5]1[CH:10]=[CH:9][C:8]([C:11]2[CH:16]=[CH:15][C:14]([S:17]([N:20]3[CH2:25][CH2:24][N:23]([CH3:26])[CH2:22][CH2:21]3)(=[O:19])=[O:18])=[CH:13][CH:12]=2)=[CH:7][CH:6]=1)#[N:2], predict the reaction product. The product is: [NH2:36][C:30]1([C:28]([NH:27][C@H:3]([C:1]#[N:2])[CH2:4][C:5]2[CH:6]=[CH:7][C:8]([C:11]3[CH:12]=[CH:13][C:14]([S:17]([N:20]4[CH2:21][CH2:22][N:23]([CH3:26])[CH2:24][CH2:25]4)(=[O:18])=[O:19])=[CH:15][CH:16]=3)=[CH:9][CH:10]=2)=[O:29])[CH2:35][CH2:34][O:33][CH2:32][CH2:31]1. (4) Given the reactants C([O:8][C:9]1[CH:14]=[CH:13][C:12]([S:15]([NH:18][CH2:19][CH2:20][O:21][CH2:22][CH2:23][O:24][CH2:25][CH2:26][NH:27][C:28](=[O:33])[C:29]([F:32])([F:31])[F:30])(=[O:17])=[O:16])=[CH:11][CH:10]=1)C1C=CC=CC=1, predict the reaction product. The product is: [F:32][C:29]([F:30])([F:31])[C:28]([NH:27][CH2:26][CH2:25][O:24][CH2:23][CH2:22][O:21][CH2:20][CH2:19][NH:18][S:15]([C:12]1[CH:13]=[CH:14][C:9]([OH:8])=[CH:10][CH:11]=1)(=[O:16])=[O:17])=[O:33]. (5) The product is: [CH3:1][C:2]1[N:3]=[C:4]([NH:11][C:12]([N:32]2[CH2:33][CH2:34][N:29]([C:24]3[CH:25]=[C:26]([CH3:28])[CH:27]=[C:22]([CH3:21])[CH:23]=3)[CH2:30][CH2:31]2)=[O:20])[C:5]([O:9][CH3:10])=[N:6][C:7]=1[CH3:8]. Given the reactants [CH3:1][C:2]1[N:3]=[C:4]([NH:11][C:12](=[O:20])OC2C=CC=CC=2)[C:5]([O:9][CH3:10])=[N:6][C:7]=1[CH3:8].[CH3:21][C:22]1[CH:23]=[C:24]([N:29]2[CH2:34][CH2:33][NH:32][CH2:31][CH2:30]2)[CH:25]=[C:26]([CH3:28])[CH:27]=1, predict the reaction product. (6) The product is: [Cl:15][CH2:11][C:4]1[C:5]([O:9][CH3:10])=[N:6][C:7]([CH3:8])=[C:2]([F:1])[CH:3]=1. Given the reactants [F:1][C:2]1[CH:3]=[C:4]([CH2:11]O)[C:5]([O:9][CH3:10])=[N:6][C:7]=1[CH3:8].S(Cl)([Cl:15])=O, predict the reaction product. (7) Given the reactants FC(F)(F)C(O)=O.[NH:8]1[CH2:13][CH2:12][CH2:11][CH:10]([NH:14][C:15]([N:17]2[CH2:22][CH2:21][C:20]3[NH:23][N:24]=[C:25]([C:26]4[CH:31]=[CH:30][N:29]=[CH:28][CH:27]=4)[C:19]=3[CH2:18]2)=[O:16])[CH2:9]1.[F:32][C:33]1[CH:40]=[CH:39][CH:38]=[CH:37][C:34]=1[CH:35]=O.C(O[BH-](OC(=O)C)OC(=O)C)(=O)C.[Na+].[Na], predict the reaction product. The product is: [F:32][C:33]1[CH:40]=[CH:39][CH:38]=[CH:37][C:34]=1[CH2:35][N:8]1[CH2:13][CH2:12][CH2:11][CH:10]([NH:14][C:15]([N:17]2[CH2:22][CH2:21][C:20]3[NH:23][N:24]=[C:25]([C:26]4[CH:27]=[CH:28][N:29]=[CH:30][CH:31]=4)[C:19]=3[CH2:18]2)=[O:16])[CH2:9]1.